From a dataset of Acute oral toxicity (LD50) regression data from Zhu et al.. Regression/Classification. Given a drug SMILES string, predict its toxicity properties. Task type varies by dataset: regression for continuous values (e.g., LD50, hERG inhibition percentage) or binary classification for toxic/non-toxic outcomes (e.g., AMES mutagenicity, cardiotoxicity, hepatotoxicity). Dataset: ld50_zhu. (1) The compound is CN(C)CCCn1c(=O)n(-c2ccccc2)c2cc(Cl)ccc21. The rat oral LD50 is 2.22, given as -log10 of the dose in mol/kg body weight (higher means more acutely toxic). (2) The drug is CCCCCCCCCCCCNCC(C)N. The rat oral LD50 is 2.94, given as -log10 of the dose in mol/kg body weight (higher means more acutely toxic). (3) The compound is O=[N+]([O-])c1ccc(C(O)C2COC(C(Cl)Cl)=N2)cc1. The rat oral LD50 is 1.71, given as -log10 of the dose in mol/kg body weight (higher means more acutely toxic). (4) The compound is FC(F)(F)c1nc2c(Br)c(Br)c(Br)c(Br)c2[nH]1. The rat oral LD50 is 5.00, given as -log10 of the dose in mol/kg body weight (higher means more acutely toxic). (5) The rat oral LD50 is 2.23, given as -log10 of the dose in mol/kg body weight (higher means more acutely toxic). The molecule is Cc1cc(=NC(=O)c2ccccc2O)n(C)n1C.